Dataset: Catalyst prediction with 721,799 reactions and 888 catalyst types from USPTO. Task: Predict which catalyst facilitates the given reaction. (1) Reactant: [Cl:1][C:2]1[N:3]=[N:4][C:5](Cl)=[CH:6][C:7]=1[CH3:8].[NH:10]1[CH2:15][CH2:14][O:13][CH2:12][CH2:11]1. Product: [Cl:1][C:2]1[N:3]=[N:4][C:5]([N:10]2[CH2:15][CH2:14][O:13][CH2:12][CH2:11]2)=[CH:6][C:7]=1[CH3:8]. The catalyst class is: 389. (2) Reactant: Cl[C:2]1[C:7]([C:8]([F:11])([F:10])[F:9])=[CH:6][N:5]=[C:4]([NH:12][C:13]2[CH:14]=[N:15][N:16]([CH3:18])[CH:17]=2)[N:3]=1.[C:19]([C:21]1[CH:26]=[CH:25][CH:24]=[CH:23][C:22]=1[C:27]1([C:30]([NH2:32])=[O:31])[CH2:29][CH2:28]1)#[CH:20].F[B-](F)(F)F.CCN(C(C)C)C(C)C. Product: [CH3:18][N:16]1[CH:17]=[C:13]([NH:12][C:4]2[N:3]=[C:2]([C:20]#[C:19][C:21]3[CH:26]=[CH:25][CH:24]=[CH:23][C:22]=3[C:27]3([C:30]([NH2:32])=[O:31])[CH2:29][CH2:28]3)[C:7]([C:8]([F:11])([F:10])[F:9])=[CH:6][N:5]=2)[CH:14]=[N:15]1. The catalyst class is: 538.